This data is from NCI-60 drug combinations with 297,098 pairs across 59 cell lines. The task is: Regression. Given two drug SMILES strings and cell line genomic features, predict the synergy score measuring deviation from expected non-interaction effect. (1) Drug 1: C1=CC(=CC=C1CCC2=CNC3=C2C(=O)NC(=N3)N)C(=O)NC(CCC(=O)O)C(=O)O. Drug 2: CC1OCC2C(O1)C(C(C(O2)OC3C4COC(=O)C4C(C5=CC6=C(C=C35)OCO6)C7=CC(=C(C(=C7)OC)O)OC)O)O. Cell line: SK-OV-3. Synergy scores: CSS=59.9, Synergy_ZIP=-0.985, Synergy_Bliss=-0.833, Synergy_Loewe=-8.64, Synergy_HSA=2.22. (2) Drug 1: CC12CCC3C(C1CCC2=O)CC(=C)C4=CC(=O)C=CC34C. Drug 2: C1=NC2=C(N=C(N=C2N1C3C(C(C(O3)CO)O)O)F)N. Cell line: OVCAR-8. Synergy scores: CSS=62.6, Synergy_ZIP=-4.88, Synergy_Bliss=-3.59, Synergy_Loewe=-9.17, Synergy_HSA=-1.49. (3) Drug 1: C1=CC(=CC=C1CCCC(=O)O)N(CCCl)CCCl. Drug 2: CC(C)(C#N)C1=CC(=CC(=C1)CN2C=NC=N2)C(C)(C)C#N. Cell line: IGROV1. Synergy scores: CSS=27.0, Synergy_ZIP=-4.30, Synergy_Bliss=-3.96, Synergy_Loewe=-3.07, Synergy_HSA=-2.95. (4) Drug 1: C1=CC(=CC=C1CC(C(=O)O)N)N(CCCl)CCCl.Cl. Drug 2: C1=CC=C(C(=C1)C(C2=CC=C(C=C2)Cl)C(Cl)Cl)Cl. Cell line: ACHN. Synergy scores: CSS=49.4, Synergy_ZIP=4.26, Synergy_Bliss=4.61, Synergy_Loewe=-14.4, Synergy_HSA=4.81. (5) Drug 1: CC1C(C(=O)NC(C(=O)N2CCCC2C(=O)N(CC(=O)N(C(C(=O)O1)C(C)C)C)C)C(C)C)NC(=O)C3=C4C(=C(C=C3)C)OC5=C(C(=O)C(=C(C5=N4)C(=O)NC6C(OC(=O)C(N(C(=O)CN(C(=O)C7CCCN7C(=O)C(NC6=O)C(C)C)C)C)C(C)C)C)N)C. Drug 2: CCC1=C2CN3C(=CC4=C(C3=O)COC(=O)C4(CC)O)C2=NC5=C1C=C(C=C5)O. Cell line: SF-539. Synergy scores: CSS=8.06, Synergy_ZIP=2.98, Synergy_Bliss=1.10, Synergy_Loewe=-33.2, Synergy_HSA=-1.12. (6) Drug 1: C1CN(CCN1C(=O)CCBr)C(=O)CCBr. Drug 2: C1=NNC2=C1C(=O)NC=N2. Cell line: HOP-92. Synergy scores: CSS=7.51, Synergy_ZIP=-3.84, Synergy_Bliss=-0.837, Synergy_Loewe=-0.188, Synergy_HSA=-0.416.